Dataset: Full USPTO retrosynthesis dataset with 1.9M reactions from patents (1976-2016). Task: Predict the reactants needed to synthesize the given product. Given the product [C:19]([O:18][C:16]([N:1]1[CH2:6][CH2:5][CH:4]([C:7]([OH:9])=[O:8])[CH2:3][CH2:2]1)=[O:17])([CH3:22])([CH3:21])[CH3:20], predict the reactants needed to synthesize it. The reactants are: [NH:1]1[CH2:6][CH2:5][CH:4]([C:7]([OH:9])=[O:8])[CH2:3][CH2:2]1.C(=O)([O-])[O-].[K+].[K+].[C:16](O[C:16]([O:18][C:19]([CH3:22])([CH3:21])[CH3:20])=[O:17])([O:18][C:19]([CH3:22])([CH3:21])[CH3:20])=[O:17].O=CC1C=CC(O)=C(OC)C=1.